From a dataset of CYP1A2 inhibition data for predicting drug metabolism from PubChem BioAssay. Regression/Classification. Given a drug SMILES string, predict its absorption, distribution, metabolism, or excretion properties. Task type varies by dataset: regression for continuous measurements (e.g., permeability, clearance, half-life) or binary classification for categorical outcomes (e.g., BBB penetration, CYP inhibition). Dataset: cyp1a2_veith. The drug is COC(=O)[C@@]1(Cc2ccc(OC)cc2)[C@H]2c3cc(C(=O)N4CCCC4)n(Cc4ccc(OC)c(OC)c4)c3C[C@H]2CN1C(=O)c1ccccc1. The result is 0 (non-inhibitor).